From a dataset of Forward reaction prediction with 1.9M reactions from USPTO patents (1976-2016). Predict the product of the given reaction. (1) Given the reactants [C:1]12([C:11]3[CH:12]=[C:13]([C:19]4[CH:20]=[C:21]5[C:26](=[CH:27][CH:28]=4)[CH:25]=[C:24]([CH:29](O)[C:30]#[N:31])[CH:23]=[CH:22]5)[CH:14]=[CH:15][C:16]=3[O:17][CH3:18])[CH2:10][CH:5]3[CH2:6][CH:7]([CH2:9][CH:3]([CH2:4]3)[CH2:2]1)[CH2:8]2.O=S(Cl)[Cl:35], predict the reaction product. The product is: [C:1]12([C:11]3[CH:12]=[C:13]([C:19]4[CH:20]=[C:21]5[C:26](=[CH:27][CH:28]=4)[CH:25]=[C:24]([CH:29]([Cl:35])[C:30]#[N:31])[CH:23]=[CH:22]5)[CH:14]=[CH:15][C:16]=3[O:17][CH3:18])[CH2:10][CH:5]3[CH2:6][CH:7]([CH2:9][CH:3]([CH2:4]3)[CH2:2]1)[CH2:8]2. (2) Given the reactants [C:1]1([CH:7]2[CH:16]3[CH2:17][CH2:18][CH2:19][O:20][CH:15]3[C:14]3[CH:13]=[C:12]([C:21]([F:24])([F:23])[F:22])[CH:11]=[CH:10][C:9]=3[NH:8]2)[CH:6]=[CH:5][CH:4]=[CH:3][CH:2]=1.[N+]([O-])([O-])=O.[NH4+].[Ce+4].[N+]([O-])([O-])=O.[N+]([O-])([O-])=O.[N+]([O-])([O-])=O.[N+]([O-])([O-])=O.C(OCC)(=O)C, predict the reaction product. The product is: [C:1]1([C:7]2[C:16]([CH2:17][CH2:18][CH2:19][OH:20])=[CH:15][C:14]3[C:9](=[CH:10][CH:11]=[C:12]([C:21]([F:24])([F:22])[F:23])[CH:13]=3)[N:8]=2)[CH:2]=[CH:3][CH:4]=[CH:5][CH:6]=1. (3) Given the reactants [C:1](#[N:3])[CH3:2].[CH2:4]1[CH2:8][O:7][CH2:6][CH2:5]1.C([Li])CCC.[OH-:14].[Na+].[CH2:16]1C[CH2:20][CH2:19][CH2:18][CH2:17]1, predict the reaction product. The product is: [CH3:6][O:7][C:8]1[CH:4]=[CH:5][C:18]([CH2:19][C:20](=[O:14])[CH2:2][C:1]#[N:3])=[CH:17][CH:16]=1. (4) Given the reactants CI.[NH:3]1[C:7]2[CH:8]=[CH:9][CH:10]=[CH:11][C:6]=2[N:5]=[C:4]1[CH2:12][CH2:13][CH2:14][OH:15].[CH3:16]CN(CC)CC.C(=O)([O-])[O-].[Cs+].[Cs+], predict the reaction product. The product is: [CH3:16][N:3]1[C:7]2[CH:8]=[CH:9][CH:10]=[CH:11][C:6]=2[N:5]=[C:4]1[CH2:12][CH2:13][CH2:14][OH:15]. (5) Given the reactants Br[C:2]1[C:11]2[C:6](=[C:7]([C:12]([F:15])([F:14])[F:13])[CH:8]=[CH:9][CH:10]=2)[N:5]=[CH:4][CH:3]=1.[CH:16]([C:18]1[CH:19]=[C:20](B(O)O)[CH:21]=[CH:22][CH:23]=1)=[O:17], predict the reaction product. The product is: [F:13][C:12]([F:15])([F:14])[C:7]1[CH:8]=[CH:9][CH:10]=[C:11]2[C:6]=1[N:5]=[CH:4][CH:3]=[C:2]2[C:22]1[CH:23]=[C:18]([CH:19]=[CH:20][CH:21]=1)[CH:16]=[O:17]. (6) Given the reactants [Cl:1][C:2]1[CH:8]=[C:7]([O:9][C:10]2[C:11]3[N:18]([CH3:19])[CH:17]=[CH:16][C:12]=3[N:13]=[CH:14][N:15]=2)[CH:6]=[CH:5][C:3]=1[NH2:4].N1C=CC=CC=1.Cl[C:27](OC1C=CC=CC=1)=[O:28].[C:36]([C:40]1[CH:44]=[C:43]([NH2:45])[N:42]([CH3:46])[N:41]=1)([CH3:39])([CH3:38])[CH3:37], predict the reaction product. The product is: [C:36]([C:40]1[CH:44]=[C:43]([NH:45][C:27]([NH:4][C:3]2[CH:5]=[CH:6][C:7]([O:9][C:10]3[C:11]4[N:18]([CH3:19])[CH:17]=[CH:16][C:12]=4[N:13]=[CH:14][N:15]=3)=[CH:8][C:2]=2[Cl:1])=[O:28])[N:42]([CH3:46])[N:41]=1)([CH3:39])([CH3:37])[CH3:38].